This data is from Forward reaction prediction with 1.9M reactions from USPTO patents (1976-2016). The task is: Predict the product of the given reaction. Given the reactants CO[C:3]([C:5]1[CH:6]=[C:7]([CH:11]=[C:12]([N:14]([CH3:19])[S:15]([CH3:18])(=[O:17])=[O:16])[CH:13]=1)[C:8]([OH:10])=[O:9])=[O:4].[CH3:20][NH:21][CH2:22][C:23]1[S:24][CH:25]=[C:26]([CH3:28])[N:27]=1.C(N(CC)CC)C.F[P-](F)(F)(F)(F)F.N1(O[P+](N(C)C)(N(C)C)N(C)C)C2C=CC=CC=2N=N1, predict the reaction product. The product is: [CH3:20][N:21]([CH2:22][C:23]1[S:24][CH:25]=[C:26]([CH3:28])[N:27]=1)[C:3]([C:5]1[CH:6]=[C:7]([CH:11]=[C:12]([N:14]([CH3:19])[S:15]([CH3:18])(=[O:16])=[O:17])[CH:13]=1)[C:8]([OH:10])=[O:9])=[O:4].